This data is from Experimentally validated miRNA-target interactions with 360,000+ pairs, plus equal number of negative samples. The task is: Binary Classification. Given a miRNA mature sequence and a target amino acid sequence, predict their likelihood of interaction. (1) The protein sequence of the target gene is MVRIQRRKLLASCLCVTATVFLLVTLQVMVELGKFERKEFKSSSLQDGHTKMEEAPTHLNSFLKKEGLTFNRKRKWELDSYPIMLWWSPLTGETGRLGQCGADACFFTINRTYLHHHMTKAFLFYGTDFNIDSLPLPRKAHHDWAVFHEESPKNNYKLFHKPVITLFNYTATFSRHSHLPLTTQYLESIEVLKSLRYLVPLQSKNKLRKRLAPLVYVQSDCDPPSDRDSYVRELMTYIEVDSYGECLRNKDLPQQLKNPASMDADGFYRIIAQYKFILAFENAVCDDYITEKFWRPLKLG.... Result: 0 (no interaction). The miRNA is hsa-miR-6792-3p with sequence CUCCUCCACAGCCCCUGCUCAU. (2) The miRNA is cel-miR-392-3p with sequence UAUCAUCGAUCACGUGUGAUGA. The protein sequence of the target gene is MFSDNSHCPDCGQQWFPSLELGHWLYQTELVENECYQVFLDRINRADYCPECYPDNPANRSLVLPWSFPLEWAPQNLTRWTFEKACHPFLLGPPLVRKRIHDSRVAGFNPALQLILTRTDKTLNKKLGQNK. Result: 0 (no interaction).